Task: Predict the reaction yield, written as a fraction of the theoretical maximum amount of product (1.0 means a 100% yield; for example, 0.34 means a 34% yield).. Dataset: Reaction yield outcomes from USPTO patents with 853,638 reactions The reactants are NC1C=C(C=CC=1)CS[C:7]1[NH:8][C:9](=O)C(C#N)=[C:11]([C:13]2[CH:18]=[CH:17]C=C(OC)C=2)[N:12]=1.[CH2:27]1COCC1. No catalyst specified. The product is [CH3:27][N:8]([C:7]1[CH:17]=[CH:18][CH:13]=[CH:11][N:12]=1)[CH3:9]. The yield is 0.100.